Task: Predict the reactants needed to synthesize the given product.. Dataset: Full USPTO retrosynthesis dataset with 1.9M reactions from patents (1976-2016) (1) Given the product [NH2:1][C:4]1[CH:5]=[CH:6][C:7]([N:12]2[CH2:17][CH2:16][N:15]([CH:18]([C:26]3[CH:27]=[CH:28][CH:29]=[CH:30][CH:31]=3)[C:19]3[CH:24]=[CH:23][CH:22]=[CH:21][C:20]=3[CH3:25])[CH2:14][CH2:13]2)=[C:8]([CH:11]=1)[C:9]#[N:10], predict the reactants needed to synthesize it. The reactants are: [N+:1]([C:4]1[CH:5]=[CH:6][C:7]([N:12]2[CH2:17][CH2:16][N:15]([CH:18]([C:26]3[CH:31]=[CH:30][CH:29]=[CH:28][CH:27]=3)[C:19]3[CH:24]=[CH:23][CH:22]=[CH:21][C:20]=3[CH3:25])[CH2:14][CH2:13]2)=[C:8]([CH:11]=1)[C:9]#[N:10])([O-])=O.[Cl-].[NH4+]. (2) Given the product [C:35]([OH:39])(=[O:38])[CH2:36][OH:37].[Cl:1][C:2]1[CH:3]=[CH:4][C:5]([C:6]([NH:8][CH:9]([CH2:21][C:22]2[C:31]3[C:26](=[CH:27][CH:28]=[CH:29][CH:30]=3)[NH:25][C:24](=[O:32])[CH:23]=2)[C:10]([O:12][CH2:13][CH2:14][N:15]2[CH2:16][CH2:17][O:18][CH2:19][CH2:20]2)=[O:11])=[O:7])=[CH:33][CH:34]=1, predict the reactants needed to synthesize it. The reactants are: [Cl:1][C:2]1[CH:34]=[CH:33][C:5]([C:6]([NH:8][CH:9]([CH2:21][C:22]2[C:31]3[C:26](=[CH:27][CH:28]=[CH:29][CH:30]=3)[NH:25][C:24](=[O:32])[CH:23]=2)[C:10]([O:12][CH2:13][CH2:14][N:15]2[CH2:20][CH2:19][O:18][CH2:17][CH2:16]2)=[O:11])=[O:7])=[CH:4][CH:3]=1.[C:35]([OH:39])(=[O:38])[CH2:36][OH:37]. (3) Given the product [CH3:9][C:6]1[CH:7]=[CH:8][C:3]([C:1]#[C:2][C:10]2[CH:15]=[CH:14][CH:13]=[CH:12][CH:11]=2)=[CH:4][CH:5]=1, predict the reactants needed to synthesize it. The reactants are: [C:1]([C:3]1[CH:8]=[CH:7][C:6]([CH3:9])=[CH:5][CH:4]=1)#[CH:2].[C:10]1(C#C)[CH:15]=[CH:14][CH:13]=[CH:12][CH:11]=1.C(#N)C1C=CC=CC=1.